Dataset: Catalyst prediction with 721,799 reactions and 888 catalyst types from USPTO. Task: Predict which catalyst facilitates the given reaction. Reactant: [CH3:1][O:2][C:3]1[N:8]=[C:7]([C:9]2[CH:14]=[CH:13][C:12]([OH:15])=[CH:11][CH:10]=2)[C:6]([N:16]2[CH2:21][CH2:20][N:19]([C:22]3[CH:27]=[CH:26][C:25]([O:28][CH3:29])=[CH:24][CH:23]=3)[CH2:18][CH2:17]2)=[CH:5][CH:4]=1.C(=O)([O-])[O-].[K+].[K+].[F:36][C:37]([F:41])([F:40])[CH2:38]I.O. Product: [CH3:29][O:28][C:25]1[CH:26]=[CH:27][C:22]([N:19]2[CH2:18][CH2:17][N:16]([C:6]3[C:7]([C:9]4[CH:10]=[CH:11][C:12]([O:15][CH2:38][C:37]([F:41])([F:40])[F:36])=[CH:13][CH:14]=4)=[N:8][C:3]([O:2][CH3:1])=[CH:4][CH:5]=3)[CH2:21][CH2:20]2)=[CH:23][CH:24]=1. The catalyst class is: 3.